From a dataset of NCI-60 drug combinations with 297,098 pairs across 59 cell lines. Regression. Given two drug SMILES strings and cell line genomic features, predict the synergy score measuring deviation from expected non-interaction effect. Drug 1: COC1=CC(=CC(=C1O)OC)C2C3C(COC3=O)C(C4=CC5=C(C=C24)OCO5)OC6C(C(C7C(O6)COC(O7)C8=CC=CS8)O)O. Drug 2: CC1=CC2C(CCC3(C2CCC3(C(=O)C)OC(=O)C)C)C4(C1=CC(=O)CC4)C. Cell line: KM12. Synergy scores: CSS=44.6, Synergy_ZIP=14.6, Synergy_Bliss=10.4, Synergy_Loewe=-29.0, Synergy_HSA=11.5.